From a dataset of Catalyst prediction with 721,799 reactions and 888 catalyst types from USPTO. Predict which catalyst facilitates the given reaction. (1) Reactant: [C:1]1([C:26]2[CH:31]=[CH:30][CH:29]=[CH:28][CH:27]=2)[CH:6]=[CH:5][C:4]([C:7]([N:9]2[CH2:14][CH2:13][CH:12]([C:15]3[NH:19][C:18]4[CH:20]=[CH:21][C:22]([O:24]C)=[CH:23][C:17]=4[N:16]=3)[CH2:11][CH2:10]2)=[O:8])=[CH:3][CH:2]=1. Product: [C:1]1([C:26]2[CH:31]=[CH:30][CH:29]=[CH:28][CH:27]=2)[CH:2]=[CH:3][C:4]([C:7]([N:9]2[CH2:14][CH2:13][CH:12]([C:15]3[NH:19][C:18]4[CH:20]=[CH:21][C:22]([OH:24])=[CH:23][C:17]=4[N:16]=3)[CH2:11][CH2:10]2)=[O:8])=[CH:5][CH:6]=1. The catalyst class is: 2. (2) Reactant: [OH-].[Na+].[OH:3][C:4]1[C:5]([C:20]([O:22]C)=[O:21])=[N:6][C:7]([N:14]([CH3:19])[S:15]([CH3:18])(=[O:17])=[O:16])=[C:8]2[C:13]=1[N:12]=[CH:11][CH:10]=[CH:9]2.Cl. Product: [OH:3][C:4]1[C:5]([C:20]([OH:22])=[O:21])=[N:6][C:7]([N:14]([CH3:19])[S:15]([CH3:18])(=[O:17])=[O:16])=[C:8]2[C:13]=1[N:12]=[CH:11][CH:10]=[CH:9]2. The catalyst class is: 36.